Dataset: Full USPTO retrosynthesis dataset with 1.9M reactions from patents (1976-2016). Task: Predict the reactants needed to synthesize the given product. (1) Given the product [F:7][C:2]([P:8]([C:12]([F:17])([F:18])[C:13]([F:16])([F:15])[F:14])(=[O:9])[O-:11])([F:1])[C:3]([F:6])([F:5])[F:4].[CH3:19][N+:20]1[CH:24]=[CH:23][N:22]([CH3:2])[CH:21]=1, predict the reactants needed to synthesize it. The reactants are: [F:1][C:2]([P:8]([C:12]([F:18])([F:17])[C:13]([F:16])([F:15])[F:14])(=[O:11])[O:9]C)([F:7])[C:3]([F:6])([F:5])[F:4].[CH3:19][N:20]1[CH:24]=[CH:23][N:22]=[CH:21]1. (2) Given the product [ClH:54].[ClH:54].[CH:40]1([C@H:13]([NH:12][C:10](=[O:11])[C@H:9]([CH3:46])[NH:7][CH3:6])[C:14]([N:16]2[C@H:21]([C:22]([NH:23][C@H:24]3[C:33]4[C:28](=[CH:29][CH:30]=[CH:31][CH:32]=4)[O:27][CH2:26][CH2:25]3)=[O:34])[CH2:20][N:19]3[CH2:35][C@@:36]([OH:39])([CH3:38])[CH2:37][C@@H:18]3[CH2:17]2)=[O:15])[CH2:45][CH2:44][CH2:43][CH2:42][CH2:41]1, predict the reactants needed to synthesize it. The reactants are: C(O[C:6](=O)[N:7]([C@@H:9]([CH3:46])[C:10]([NH:12][C@@H:13]([CH:40]1[CH2:45][CH2:44][CH2:43][CH2:42][CH2:41]1)[C:14]([N:16]1[C@H:21]([C:22](=[O:34])[NH:23][C@H:24]2[C:33]3[C:28](=[CH:29][CH:30]=[CH:31][CH:32]=3)[O:27][CH2:26][CH2:25]2)[CH2:20][N:19]2[CH2:35][C@@:36]([OH:39])([CH3:38])[CH2:37][C@@H:18]2[CH2:17]1)=[O:15])=[O:11])C)(C)(C)C.C(OCC)(=O)C.[ClH:54]. (3) Given the product [CH3:17][O:18][C:19](=[O:30])[CH:20]([NH:21][C:7]1[CH:8]=[CH:9][CH:10]=[CH:11][C:6]=1[C:4](=[O:5])[C:3]1[CH:13]=[CH:14][CH:15]=[CH:16][C:2]=1[CH3:1])[CH2:22][C:23]1[CH:28]=[CH:27][C:26]([OH:29])=[CH:25][CH:24]=1, predict the reactants needed to synthesize it. The reactants are: [CH3:1][C:2]1[CH:16]=[CH:15][CH:14]=[CH:13][C:3]=1[C:4]([CH:6]1[CH2:11][CH2:10][CH2:9][CH2:8][C:7]1=O)=[O:5].[CH3:17][O:18][C:19](=[O:30])[C@H:20]([CH2:22][C:23]1[CH:28]=[CH:27][C:26]([OH:29])=[CH:25][CH:24]=1)[NH2:21].O.CO. (4) Given the product [CH2:1]([O:3][C:4]([C:6]1[C:15](=[O:16])[C:14]2[C:9](=[C:10]([CH3:18])[N:11]=[C:12]([CH3:17])[CH:13]=2)[N:8]([C:30]([O:32][CH2:33][C:34]2[CH:39]=[CH:38][CH:37]=[CH:36][CH:35]=2)=[O:31])[CH:7]=1)=[O:5])[CH3:2], predict the reactants needed to synthesize it. The reactants are: [CH2:1]([O:3][C:4]([C:6]1[C:15](=[O:16])[C:14]2[C:9](=[C:10]([CH3:18])[N:11]=[C:12]([CH3:17])[CH:13]=2)[NH:8][CH:7]=1)=[O:5])[CH3:2].ClCCl.C(N(CC)CC)C.Cl[C:30]([O:32][CH2:33][C:34]1[CH:39]=[CH:38][CH:37]=[CH:36][CH:35]=1)=[O:31]. (5) Given the product [CH3:10][O:9][C:8](=[O:11])[O-:13].[CH2:1]([N+:3]1[CH:7]=[CH:6][N:5]([CH3:14])[CH:4]=1)[CH3:2], predict the reactants needed to synthesize it. The reactants are: [CH2:1]([N:3]1[CH:7]=[CH:6][N:5]=[CH:4]1)[CH3:2].[C:8](=[O:13])([O:11]C)[O:9][CH3:10].[C:14](=O)=O. (6) Given the product [N:10]1([C:2]2[CH:9]=[N:8][CH:7]=[CH:6][C:3]=2[C:4]#[N:5])[CH2:15][CH2:14][NH:13][CH2:12][CH2:11]1, predict the reactants needed to synthesize it. The reactants are: Cl[C:2]1[CH:9]=[N:8][CH:7]=[CH:6][C:3]=1[C:4]#[N:5].[NH:10]1[CH2:15][CH2:14][NH:13][CH2:12][CH2:11]1.C(#N)C. (7) Given the product [F:1][C:2]1[C:10]([F:11])=[CH:9][CH:8]=[CH:7][C:3]=1[C:4]([O:6][CH3:17])=[O:5], predict the reactants needed to synthesize it. The reactants are: [F:1][C:2]1[C:10]([F:11])=[CH:9][CH:8]=[CH:7][C:3]=1[C:4]([OH:6])=[O:5].OS(O)(=O)=O.[CH3:17]O. (8) Given the product [OH:6][C:7]1[CH:8]=[C:9]([CH:18]=[CH:19][CH:20]=1)[CH2:10][NH:11][CH:12]1[CH2:17][CH2:16][CH2:15][CH2:14][CH2:13]1, predict the reactants needed to synthesize it. The reactants are: B(Br)(Br)Br.C[O:6][C:7]1[CH:8]=[C:9]([CH:18]=[CH:19][CH:20]=1)[CH2:10][NH:11][CH:12]1[CH2:17][CH2:16][CH2:15][CH2:14][CH2:13]1.